Dataset: Peptide-MHC class II binding affinity with 134,281 pairs from IEDB. Task: Regression. Given a peptide amino acid sequence and an MHC pseudo amino acid sequence, predict their binding affinity value. This is MHC class II binding data. The MHC is HLA-DQA10301-DQB10302 with pseudo-sequence HLA-DQA10301-DQB10302. The binding affinity (normalized) is 0.181. The peptide sequence is NVFDEVIPTAFTVGK.